This data is from Reaction yield outcomes from USPTO patents with 853,638 reactions. The task is: Predict the reaction yield, written as a fraction of the theoretical maximum amount of product (1.0 means a 100% yield; for example, 0.34 means a 34% yield). (1) The reactants are N[C:2]1[CH:7]=[CH:6][C:5]([C:8](=[O:10])[CH3:9])=[CH:4][C:3]=1[CH3:11].[BrH:12].N([O-])=O.[Na+].[C:17]([O:21][CH3:22])(=[O:20])[CH:18]=[CH2:19]. The catalyst is CO.CC(C)=O.O.[Cu-]=O. The product is [C:8]([C:5]1[CH:6]=[CH:7][C:2]([CH2:19][CH:18]([Br:12])[C:17]([O:21][CH3:22])=[O:20])=[C:3]([CH3:11])[CH:4]=1)(=[O:10])[CH3:9]. The yield is 0.820. (2) The reactants are [C:1](Cl)([C:14]1[CH:19]=[CH:18][CH:17]=[CH:16][CH:15]=1)([C:8]1[CH:13]=[CH:12][CH:11]=[CH:10][CH:9]=1)[C:2]1[CH:7]=[CH:6][CH:5]=[CH:4][CH:3]=1.Cl.[CH3:22][O:23][C:24](=[O:29])[C@H:25]([CH2:27][OH:28])[NH2:26].C(N(CC)CC)C. The catalyst is C1COCC1. The product is [CH3:22][O:23][C:24](=[O:29])[C@H:25]([CH2:27][OH:28])[NH:26][C:1]([C:14]1[CH:19]=[CH:18][CH:17]=[CH:16][CH:15]=1)([C:8]1[CH:13]=[CH:12][CH:11]=[CH:10][CH:9]=1)[C:2]1[CH:7]=[CH:6][CH:5]=[CH:4][CH:3]=1. The yield is 0.580. (3) The reactants are Cl.[OH:2][C@H:3]1[CH2:7][NH:6][C@H:5]([C:8]([NH:10][CH2:11][C:12]2[CH:17]=[CH:16][C:15]([C:18]3[S:22][CH:21]=[N:20][C:19]=3[CH3:23])=[CH:14][C:13]=2[OH:24])=[O:9])[CH2:4]1.[CH3:25][CH:26]([CH3:41])[C@H:27]([N:31]1[CH2:39][C:38]2[C:33](=[CH:34][CH:35]=[CH:36][CH:37]=2)[C:32]1=[O:40])[C:28](O)=[O:29].CCN(C(C)C)C(C)C.CN(C(ON1N=NC2C=CC=NC1=2)=[N+](C)C)C.F[P-](F)(F)(F)(F)F. The catalyst is CN(C=O)C. The product is [OH:2][C@H:3]1[CH2:7][N:6]([C:28](=[O:29])[C@@H:27]([N:31]2[CH2:39][C:38]3[C:33](=[CH:34][CH:35]=[CH:36][CH:37]=3)[C:32]2=[O:40])[CH:26]([CH3:41])[CH3:25])[C@H:5]([C:8]([NH:10][CH2:11][C:12]2[CH:17]=[CH:16][C:15]([C:18]3[S:22][CH:21]=[N:20][C:19]=3[CH3:23])=[CH:14][C:13]=2[OH:24])=[O:9])[CH2:4]1. The yield is 0.650. (4) The reactants are [C:1](Cl)(=[O:12])[O:2][C:3]1[CH:8]=[CH:7][C:6]([N+:9]([O-:11])=[O:10])=[CH:5][CH:4]=1.[O:14]=[C:15]([N:27]1[CH2:32][CH2:31][NH:30][CH2:29][CH2:28]1)[CH2:16][N:17]1[C:21](=[O:22])[C:20]2[CH:23]=[CH:24][CH:25]=[CH:26][C:19]=2[S:18]1. The catalyst is CN(C1C=CN=CC=1)C.C(Cl)Cl. The product is [O:22]=[C:21]1[C:20]2[CH:23]=[CH:24][CH:25]=[CH:26][C:19]=2[S:18][N:17]1[CH2:16][C:15]([N:27]1[CH2:28][CH2:29][N:30]([C:1]([O:2][C:3]2[CH:8]=[CH:7][C:6]([N+:9]([O-:11])=[O:10])=[CH:5][CH:4]=2)=[O:12])[CH2:31][CH2:32]1)=[O:14]. The yield is 0.560. (5) The reactants are C(N(CC)C(C1C=C(C2C=NN(CCCO)C=2)C=CC=1NC1C(C(F)(F)F)=CN=C(NC2C=CC(CP(=O)(O)OCC)=CC=2OC)N=1)=O)C.[OH:50][CH2:51][CH2:52][CH2:53][CH2:54][N:55]1[CH:59]=[C:58]([C:60]2[CH:61]=[CH:62][C:63]([NH:71][C:72]3[C:77]([C:78]([F:81])([F:80])[F:79])=[CH:76][N:75]=[C:74]([NH:82][C:83]4[CH:97]=[CH:96][C:86]([CH2:87][P:88](=[O:95])([O:92]CC)[O:89][CH2:90][CH3:91])=[CH:85][C:84]=4[O:98][CH3:99])[N:73]=3)=[C:64]3[C:68]=2[CH2:67][N:66]([CH3:69])[C:65]3=[O:70])[CH:57]=[N:56]1. No catalyst specified. The product is [OH:50][CH2:51][CH2:52][CH2:53][CH2:54][N:55]1[CH:59]=[C:58]([C:60]2[CH:61]=[CH:62][C:63]([NH:71][C:72]3[C:77]([C:78]([F:81])([F:80])[F:79])=[CH:76][N:75]=[C:74]([NH:82][C:83]4[CH:97]=[CH:96][C:86]([CH2:87][P:88](=[O:92])([OH:95])[O:89][CH2:90][CH3:91])=[CH:85][C:84]=4[O:98][CH3:99])[N:73]=3)=[C:64]3[C:68]=2[CH2:67][N:66]([CH3:69])[C:65]3=[O:70])[CH:57]=[N:56]1. The yield is 1.00.